This data is from Reaction yield outcomes from USPTO patents with 853,638 reactions. The task is: Predict the reaction yield, written as a fraction of the theoretical maximum amount of product (1.0 means a 100% yield; for example, 0.34 means a 34% yield). (1) The reactants are Br[C:2]1[C:3]([C:13]2[CH:18]=[CH:17][CH:16]=[C:15]([F:19])[CH:14]=2)=[N:4][N:5]2[C:10]=1[CH:9]=[CH:8][C:7]([O:11]C)=[N:6]2.Cl.N1C=CC=CC=1.[H-].[Na+].Br[CH:30]([F:32])[F:31]. The catalyst is CN(C=O)C.C(OCC)(=O)C. The product is [F:31][CH:30]([F:32])[O:11][C:7]1[CH:8]=[CH:9][C:10]2[N:5]([N:4]=[C:3]([C:13]3[CH:18]=[CH:17][CH:16]=[C:15]([F:19])[CH:14]=3)[CH:2]=2)[N:6]=1. The yield is 0.600. (2) The reactants are O[C:2]1[CH:7]=[CH:6][C:5]([Br:8])=[CH:4][C:3]=1[NH:9][C:10](=[O:22])[C:11]1[CH:16]=[CH:15][C:14]([O:17][CH3:18])=[C:13]([N+:19]([O-:21])=[O:20])[CH:12]=1.O.C1(C)C(S(O)(=O)=O)=CC=CC=1. The catalyst is C1(C)C=CC=CC=1. The product is [N+:19]([C:13]1[CH:12]=[C:11]([C:10]2[O:22][C:2]3[CH:7]=[CH:6][C:5]([Br:8])=[CH:4][C:3]=3[N:9]=2)[CH:16]=[CH:15][C:14]=1[O:17][CH3:18])([O-:21])=[O:20]. The yield is 0.930. (3) The reactants are [Cl:1][C:2]1[S:3][C:4]([S:7](Cl)(=[O:9])=[O:8])=[CH:5][N:6]=1.[NH4+:11].[OH-]. The catalyst is CCN(CC)CC. The product is [Cl:1][C:2]1[S:3][C:4]([S:7]([NH2:11])(=[O:9])=[O:8])=[CH:5][N:6]=1. The yield is 0.610. (4) The reactants are [OH-].[Na+].[CH3:3][C:4]([CH3:21])([CH3:20])[C:5]([N:7]1[CH2:19][CH2:18][C:17]2[C:16]3[C:11](=[CH:12][CH:13]=[CH:14][CH:15]=3)[NH:10][C:9]=2[CH2:8]1)=[O:6].[C:22]1([S:28](Cl)(=[O:30])=[O:29])[CH:27]=[CH:26][CH:25]=[CH:24][CH:23]=1. The catalyst is C(Cl)Cl. The product is [C:22]1([S:28]([N:10]2[C:11]3[C:16](=[CH:15][CH:14]=[CH:13][CH:12]=3)[C:17]3[CH2:18][CH2:19][N:7]([C:5](=[O:6])[C:4]([CH3:21])([CH3:20])[CH3:3])[CH2:8][C:9]2=3)(=[O:30])=[O:29])[CH:27]=[CH:26][CH:25]=[CH:24][CH:23]=1. The yield is 0.562. (5) The reactants are ClC1C=C(Cl)C2N(C(C(O)=O)=CN=2)N=1.[Br:15][C:16]1[C:17]2[N:18]([C:23]([C:26]([OH:28])=O)=[CH:24][N:25]=2)[N:19]=[C:20]([Cl:22])[CH:21]=1.C(Cl)(=O)C(Cl)=O.CN(C)C=O.[Cl:40][C:41]1[CH:46]=[C:45]([NH2:47])[CH:44]=[CH:43][N:42]=1.C(N(CC)C(C)C)(C)C.ClC1C=C(Cl)C2N(C(C(NC3C=CN=C(Cl)C=3)=O)=CN=2)N=1. The catalyst is ClCCCl. The product is [Br:15][C:16]1[C:17]2[N:18]([C:23]([C:26]([NH:47][C:45]3[CH:44]=[CH:43][N:42]=[C:41]([Cl:40])[CH:46]=3)=[O:28])=[CH:24][N:25]=2)[N:19]=[C:20]([Cl:22])[CH:21]=1. The yield is 0.790. (6) The reactants are Br[CH2:2][C:3]1[CH:8]=[CH:7][C:6]([C:9]2[N:14]([CH3:15])[C:13](=[O:16])[C:12]3[C:17]([C:20]4[CH:25]=[CH:24][CH:23]=[CH:22][CH:21]=4)=[N:18][O:19][C:11]=3[CH:10]=2)=[CH:5][CH:4]=1.C(=O)([O-])[O-].[Cs+].[Cs+].[NH:32]1[CH:36]=[CH:35][CH:34]=[CH:33]1. The catalyst is CN(C=O)C. The product is [CH3:15][N:14]1[C:9]([C:6]2[CH:5]=[CH:4][C:3]([CH2:2][N:32]3[CH:36]=[CH:35][CH:34]=[CH:33]3)=[CH:8][CH:7]=2)=[CH:10][C:11]2[O:19][N:18]=[C:17]([C:20]3[CH:25]=[CH:24][CH:23]=[CH:22][CH:21]=3)[C:12]=2[C:13]1=[O:16]. The yield is 0.180. (7) The reactants are [C:1]([C:4]1[CH:9]=[CH:8][C:7]([N:10]2[C:14](=[O:15])[NH:13][NH:12][C:11]2=[O:16])=[CH:6][CH:5]=1)(=O)[CH3:2].Cl.[CH2:18]([O:21][NH2:22])[C:19]#[CH:20].Cl.O1CCOCC1. The catalyst is C(O)C. The product is [CH2:18]([O:21]/[N:22]=[C:1](/[C:4]1[CH:9]=[CH:8][C:7]([N:10]2[C:14](=[O:15])[NH:13][NH:12][C:11]2=[O:16])=[CH:6][CH:5]=1)\[CH3:2])[C:19]#[CH:20]. The yield is 0.0700. (8) The reactants are [N+:1]([C:4]1[CH:5]=[CH:6][C:7]2[O:12][C@@:11]([CH3:18])([CH:13]([O:16][CH3:17])[O:14][CH3:15])[C@@H:10]3[O:19][C@@H:9]3[C:8]=2[CH:20]=1)([O-:3])=[O:2].[Cl:21][C:22]1[CH:23]=[C:24]([NH:28][CH2:29][C:30]2[NH:31][CH:32]=[CH:33][N:34]=2)[CH:25]=[CH:26][CH:27]=1. No catalyst specified. The product is [N+:1]([C:4]1[CH:5]=[CH:6][C:7]2[O:12][C@@:11]([CH3:18])([CH:13]([O:16][CH3:17])[O:14][CH3:15])[C@H:10]([OH:19])[C@@H:9]([N:28]([C:24]3[CH:25]=[CH:26][CH:27]=[C:22]([Cl:21])[CH:23]=3)[CH2:29][C:30]3[NH:31][CH:32]=[CH:33][N:34]=3)[C:8]=2[CH:20]=1)([O-:3])=[O:2]. The yield is 0.390. (9) The reactants are [CH3:1][O:2][C:3]1[CH:4]=[C:5]2[C:10](=[CH:11][C:12]=1[O:13][CH3:14])[N:9]=[CH:8][N:7]=[C:6]2[O:15][C:16]1[CH:17]=[C:18]([CH:20]=[CH:21][CH:22]=1)[NH2:19].C(N(CC)C(C)C)(C)C.[C:32]1([C:38]2[O:42][N:41]=[C:40]([NH:43][C:44](=O)[O:45]C3C=CC=CC=3)[CH:39]=2)[CH:37]=[CH:36][CH:35]=[CH:34][CH:33]=1. The catalyst is O1CCCC1.CN(C)C1C=CN=CC=1. The product is [CH3:1][O:2][C:3]1[CH:4]=[C:5]2[C:10](=[CH:11][C:12]=1[O:13][CH3:14])[N:9]=[CH:8][N:7]=[C:6]2[O:15][C:16]1[CH:17]=[C:18]([NH:19][C:44]([NH:43][C:40]2[CH:39]=[C:38]([C:32]3[CH:33]=[CH:34][CH:35]=[CH:36][CH:37]=3)[O:42][N:41]=2)=[O:45])[CH:20]=[CH:21][CH:22]=1. The yield is 0.320. (10) The reactants are [CH3:1][N:2]1[C@@H:19]2[CH2:20][C:7]3=[CH:8][CH:9]=[C:10]([OH:21])[C:11]4[O:12][C@H:13]5[C:14]([CH2:16][CH2:17][C@@H:18]2[C@:5]5([C:6]=43)[CH2:4][CH2:3]1)=[O:15].[ClH:22].O. The catalyst is CO.O. The product is [CH3:1][N:2]1[C@@H:19]2[CH2:20][C:7]3=[CH:8][CH:9]=[C:10]([OH:21])[C:11]4[O:12][C@H:13]5[C:14]([CH2:16][CH2:17][C@@H:18]2[C@:5]5([C:6]=43)[CH2:4][CH2:3]1)=[O:15].[ClH:22]. The yield is 0.300.